Dataset: Peptide-MHC class I binding affinity with 185,985 pairs from IEDB/IMGT. Task: Regression. Given a peptide amino acid sequence and an MHC pseudo amino acid sequence, predict their binding affinity value. This is MHC class I binding data. (1) The peptide sequence is SSNPVMSRF. The MHC is SLA-20401 with pseudo-sequence SLA-20401. The binding affinity (normalized) is 0.0847. (2) The peptide sequence is LMLLALIAVL. The MHC is HLA-A02:17 with pseudo-sequence HLA-A02:17. The binding affinity (normalized) is 0.290. (3) The peptide sequence is NPLEIYQEI. The MHC is HLA-A80:01 with pseudo-sequence HLA-A80:01. The binding affinity (normalized) is 0.0847. (4) The binding affinity (normalized) is 0.0641. The peptide sequence is SRAIWFMWL. The MHC is BoLA-AW10 with pseudo-sequence BoLA-AW10. (5) The MHC is HLA-A02:11 with pseudo-sequence HLA-A02:11. The peptide sequence is KMFNSVGGA. The binding affinity (normalized) is 1.00. (6) The peptide sequence is NTTYDFLAR. The MHC is Mamu-B8301 with pseudo-sequence Mamu-B8301. The binding affinity (normalized) is 0.454. (7) The peptide sequence is YLGTPNNTY. The MHC is HLA-B15:01 with pseudo-sequence HLA-B15:01. The binding affinity (normalized) is 0.545.